Dataset: Catalyst prediction with 721,799 reactions and 888 catalyst types from USPTO. Task: Predict which catalyst facilitates the given reaction. (1) Reactant: [C:1]([C:5]1[N:9]=[C:8]([CH2:10][C:11]#[N:12])[NH:7][N:6]=1)([CH3:4])([CH3:3])[CH3:2].C[O:14][C:15](=O)[CH:16]([CH2:21][C:22]1[CH:27]=[CH:26][CH:25]=[CH:24][CH:23]=1)[C:17](=O)[CH2:18][CH3:19].C([O-])(=O)C.[NH4+].C(#N)C. Product: [CH2:21]([C:16]1[C:17]([CH2:18][CH3:19])=[C:10]([C:11]#[N:12])[C:8]2[N:7]([N:6]=[C:5]([C:1]([CH3:4])([CH3:2])[CH3:3])[N:9]=2)[C:15]=1[OH:14])[C:22]1[CH:27]=[CH:26][CH:25]=[CH:24][CH:23]=1. The catalyst class is: 147. (2) Reactant: [Br:1][C:2]1[CH:3]=[C:4]2[C:9](=[CH:10][CH:11]=1)[N:8]=[CH:7][CH:6]=[C:5]2Cl.[NH:13]1[CH2:18][CH2:17][O:16][CH2:15][CH2:14]1.C([O-])([O-])=O.[K+].[K+]. Product: [Br:1][C:2]1[CH:3]=[C:4]2[C:9](=[CH:10][CH:11]=1)[N:8]=[CH:7][CH:6]=[C:5]2[N:13]1[CH2:18][CH2:17][O:16][CH2:15][CH2:14]1. The catalyst class is: 179. (3) Reactant: [Si:1]([O:8][CH2:9][CH2:10][C:11]1[N:12]=[CH:13][N:14](C(C2C=CC=CC=2)(C2C=CC=CC=2)C2C=CC=CC=2)[CH:15]=1)([C:4]([CH3:7])([CH3:6])[CH3:5])([CH3:3])[CH3:2].[CH3:35][O:36][C:37](=[O:48])[CH:38](Br)[C:39]1[CH:44]=[CH:43][CH:42]=[CH:41][C:40]=1[O:45][CH3:46].CO.N(CC)CC. Product: [CH3:35][O:36][C:37](=[O:48])[CH:38]([N:12]1[C:11]([CH2:10][CH2:9][O:8][Si:1]([C:4]([CH3:7])([CH3:6])[CH3:5])([CH3:3])[CH3:2])=[CH:15][N:14]=[CH:13]1)[C:39]1[CH:44]=[CH:43][CH:42]=[CH:41][C:40]=1[O:45][CH3:46]. The catalyst class is: 23. (4) The catalyst class is: 6. Product: [CH3:3][CH:2]([NH:4][CH2:5][CH:6]([OH:23])[CH2:7][O:8][C:9]1[CH:10]=[CH:11][C:12]([CH2:15][O:16][CH2:17][CH2:18][O:19][CH:20]([CH3:22])[CH3:21])=[CH:13][CH:14]=1)[CH3:1]. Reactant: [CH3:1][CH:2]([NH:4][CH2:5][CH:6]([OH:23])[CH2:7][O:8][C:9]1[CH:10]=[CH:11][C:12]([CH2:15][O:16][CH2:17][CH2:18][O:19][CH:20]([CH3:22])[CH3:21])=[CH:13][CH:14]=1)[CH3:3].C(/C(O)=O)=C\C(O)=O. (5) Reactant: [N:1]([CH2:4][C:5]1[CH:9]=[C:8]([C:10]2[S:11][C:12]([Cl:15])=[CH:13][CH:14]=2)[O:7][N:6]=1)=[N+]=[N-].C1(P(C2C=CC=CC=2)C2C=CC=CC=2)C=CC=CC=1. Product: [Cl:15][C:12]1[S:11][C:10]([C:8]2[O:7][N:6]=[C:5]([CH2:4][NH2:1])[CH:9]=2)=[CH:14][CH:13]=1. The catalyst class is: 6. (6) Reactant: C(OC(=O)[NH:7][C@H:8]([C:10]1[CH:15]=[CH:14][CH:13]=[C:12]([CH:16]=[N:17][OH:18])[CH:11]=1)[CH3:9])(C)(C)C.[CH3:20][N:21]([CH3:25])[CH2:22][C:23]#[CH:24]. Product: [CH3:20][N:21]([CH2:22][C:23]1[O:18][N:17]=[C:16]([C:12]2[CH:11]=[C:10]([C@@H:8]([NH2:7])[CH3:9])[CH:15]=[CH:14][CH:13]=2)[CH:24]=1)[CH3:25]. The catalyst class is: 4. (7) Reactant: [H-].[Na+].Cl[CH2:4][CH2:5][S:6](Cl)(=[O:8])=[O:7].[Cl:10][C:11]1[CH:30]=[CH:29][C:14]([O:15][C:16]2[CH:21]=[CH:20][C:19]([C:22]3[C:23]([NH2:28])=[N:24][CH:25]=[CH:26][CH:27]=3)=[CH:18][CH:17]=2)=[CH:13][C:12]=1[O:31][CH3:32]. Product: [Cl:10][C:11]1[CH:30]=[CH:29][C:14]([O:15][C:16]2[CH:17]=[CH:18][C:19]([C:22]3[C:23]4=[N:28][S:6](=[O:8])(=[O:7])[CH2:5][CH2:4][N:24]4[CH:25]=[CH:26][CH:27]=3)=[CH:20][CH:21]=2)=[CH:13][C:12]=1[O:31][CH3:32]. The catalyst class is: 1. (8) Reactant: [NH2:1][C:2]1[N:6]([CH:7]2[CH2:12][CH2:11][S:10][CH2:9][CH2:8]2)[N:5]=[C:4]([CH2:13][CH3:14])[C:3]=1[C:15]([O:17]CC)=[O:16].[OH-].[Li+].O. Product: [NH2:1][C:2]1[N:6]([CH:7]2[CH2:12][CH2:11][S:10][CH2:9][CH2:8]2)[N:5]=[C:4]([CH2:13][CH3:14])[C:3]=1[C:15]([OH:17])=[O:16]. The catalyst class is: 24.